This data is from Peptide-MHC class II binding affinity with 134,281 pairs from IEDB. The task is: Regression. Given a peptide amino acid sequence and an MHC pseudo amino acid sequence, predict their binding affinity value. This is MHC class II binding data. (1) The peptide sequence is IEENGSMRVFVDVIR. The MHC is HLA-DQA10301-DQB10302 with pseudo-sequence HLA-DQA10301-DQB10302. The binding affinity (normalized) is 0.535. (2) The peptide sequence is GELQIVDKIDRAFKI. The MHC is DRB1_0404 with pseudo-sequence DRB1_0404. The binding affinity (normalized) is 0.563. (3) The peptide sequence is EKDYFAATQFEPLAA. The MHC is HLA-DQA10101-DQB10501 with pseudo-sequence HLA-DQA10101-DQB10501. The binding affinity (normalized) is 0.480. (4) The peptide sequence is LQSLWANFYELLADA. The MHC is HLA-DQA10201-DQB10202 with pseudo-sequence HLA-DQA10201-DQB10202. The binding affinity (normalized) is 0.414. (5) The peptide sequence is LFSRFRRDLESGKLK. The MHC is DRB1_0101 with pseudo-sequence DRB1_0101. The binding affinity (normalized) is 0.371.